Dataset: Full USPTO retrosynthesis dataset with 1.9M reactions from patents (1976-2016). Task: Predict the reactants needed to synthesize the given product. (1) Given the product [C:17]([Si:21]([CH3:31])([CH3:30])[O:22][CH:23]1[CH2:28][CH2:27][CH:26]([NH:10][C:7]2[CH:8]=[CH:9][C:4]([O:3][C:2]([F:15])([F:16])[F:1])=[C:5]([C:11]([F:12])([F:13])[F:14])[CH:6]=2)[CH2:25][CH2:24]1)([CH3:20])([CH3:19])[CH3:18], predict the reactants needed to synthesize it. The reactants are: [F:1][C:2]([F:16])([F:15])[O:3][C:4]1[CH:9]=[CH:8][C:7]([NH2:10])=[CH:6][C:5]=1[C:11]([F:14])([F:13])[F:12].[C:17]([Si:21]([CH3:31])([CH3:30])[O:22][CH:23]1[CH2:28][CH2:27][C:26](=O)[CH2:25][CH2:24]1)([CH3:20])([CH3:19])[CH3:18].C(O[BH-](OC(=O)C)OC(=O)C)(=O)C.[Na+]. (2) Given the product [C:1]1([CH:7]([O:14][C:15](=[O:29])[C@@H:16]2[CH2:20][C@H:19]([N:59]3[CH:60]=[C:61]([CH3:64])[C:62](=[O:63])[N:57]([C:49](=[O:56])[C:50]4[CH:55]=[CH:54][CH:53]=[CH:52][CH:51]=4)[C:58]3=[O:65])[CH2:18][N:17]2[C:22]([O:24][C:25]([CH3:28])([CH3:27])[CH3:26])=[O:23])[C:8]2[CH:9]=[CH:10][CH:11]=[CH:12][CH:13]=2)[CH:2]=[CH:3][CH:4]=[CH:5][CH:6]=1, predict the reactants needed to synthesize it. The reactants are: [C:1]1([CH:7]([O:14][C:15](=[O:29])[C@@H:16]2[CH2:20][C@@H:19](O)[CH2:18][N:17]2[C:22]([O:24][C:25]([CH3:28])([CH3:27])[CH3:26])=[O:23])[C:8]2[CH:13]=[CH:12][CH:11]=[CH:10][CH:9]=2)[CH:6]=[CH:5][CH:4]=[CH:3][CH:2]=1.C1(P(C2C=CC=CC=2)C2C=CC=CC=2)C=CC=CC=1.[C:49]([N:57]1[C:62](=[O:63])[C:61]([CH3:64])=[CH:60][NH:59][C:58]1=[O:65])(=[O:56])[C:50]1[CH:55]=[CH:54][CH:53]=[CH:52][CH:51]=1.CCOC(/N=N/C(OCC)=O)=O. (3) Given the product [Br:32][C:33]1[N:37]=[C:36]([CH:38]2[CH2:40][CH2:39]2)[N:35]([CH2:2][C:3]([NH:5][C@H:6]([C:16]2[C:21]([C:22]3[CH:23]=[CH:24][C:25]([F:31])=[C:26]([CH:30]=3)[C:27]([NH2:29])=[O:28])=[CH:20][CH:19]=[CH:18][N:17]=2)[CH2:7][C:8]2[CH:13]=[C:12]([F:14])[CH:11]=[C:10]([F:15])[CH:9]=2)=[O:4])[N:34]=1, predict the reactants needed to synthesize it. The reactants are: Cl[CH2:2][C:3]([NH:5][C@H:6]([C:16]1[C:21]([C:22]2[CH:23]=[CH:24][C:25]([F:31])=[C:26]([CH:30]=2)[C:27]([NH2:29])=[O:28])=[CH:20][CH:19]=[CH:18][N:17]=1)[CH2:7][C:8]1[CH:13]=[C:12]([F:14])[CH:11]=[C:10]([F:15])[CH:9]=1)=[O:4].[Br:32][C:33]1[N:37]=[C:36]([CH:38]2[CH2:40][CH2:39]2)[NH:35][N:34]=1. (4) Given the product [CH2:1]([O:8][C:9]1[CH:10]=[C:11]([CH2:18][Br:32])[CH:12]=[CH:13][C:14]=1[N+:15]([O-:17])=[O:16])[C:2]1[CH:7]=[CH:6][CH:5]=[CH:4][CH:3]=1, predict the reactants needed to synthesize it. The reactants are: [CH2:1]([O:8][C:9]1[CH:10]=[C:11]([CH2:18]O)[CH:12]=[CH:13][C:14]=1[N+:15]([O-:17])=[O:16])[C:2]1[CH:7]=[CH:6][CH:5]=[CH:4][CH:3]=1.C(N(CC)CC)C.CS(Cl)(=O)=O.[Br-:32].[Li+]. (5) Given the product [Cl:21][C:18]1[CH:17]=[CH:16][C:15]([C:13]2[S:14][C:10]([C:8]([NH:7][CH:3]3[CH2:4][CH2:5][CH2:6][N:1]([C:27]4[CH:28]=[CH:29][C:30]([F:31])=[C:25]([CH:26]=4)[CH:23]=[O:24])[CH2:2]3)=[O:9])=[C:11]([CH3:22])[N:12]=2)=[CH:20][CH:19]=1, predict the reactants needed to synthesize it. The reactants are: [NH:1]1[CH2:6][CH2:5][CH2:4][CH:3]([NH:7][C:8]([C:10]2[S:14][C:13]([C:15]3[CH:20]=[CH:19][C:18]([Cl:21])=[CH:17][CH:16]=3)=[N:12][C:11]=2[CH3:22])=[O:9])[CH2:2]1.[CH:23]([C:25]1[CH:26]=[C:27](OB(O)O)[CH:28]=[CH:29][C:30]=1[F:31])=[O:24]. (6) Given the product [NH:20]1[C:21]2[C:26](=[CH:25][CH:24]=[CH:23][CH:22]=2)[C:18]([CH2:17][CH2:16][N:15]2[C:33](=[O:34])[C:31]([OH:32])=[C:30]([C:28](=[O:29])[CH3:27])[CH:1]2[C:3]2[CH:12]=[CH:11][C:6]([C:7]([O:9][CH3:10])=[O:8])=[CH:5][C:4]=2[O:13][CH3:14])=[CH:19]1, predict the reactants needed to synthesize it. The reactants are: [CH:1]([C:3]1[CH:12]=[CH:11][C:6]([C:7]([O:9][CH3:10])=[O:8])=[CH:5][C:4]=1[O:13][CH3:14])=O.[NH2:15][CH2:16][CH2:17][C:18]1[C:26]2[C:21](=[CH:22][CH:23]=[CH:24][CH:25]=2)[NH:20][CH:19]=1.[CH3:27][C:28]([CH2:30][C:31]([C:33](OC)=[O:34])=[O:32])=[O:29].